The task is: Predict the reactants needed to synthesize the given product.. This data is from Full USPTO retrosynthesis dataset with 1.9M reactions from patents (1976-2016). (1) The reactants are: [CH3:1][N:2]([CH3:17])[C:3]1[CH:8]=[CH:7][C:6]([NH:9][C:10]([C:12]2[CH:16]=[CH:15][NH:14][N:13]=2)=[O:11])=[CH:5][CH:4]=1.[CH3:18][C:19]1[CH:23]=[CH:22][S:21][C:20]=1[C:24](Cl)=[O:25]. Given the product [CH3:1][N:2]([CH3:17])[C:3]1[CH:4]=[CH:5][C:6]([NH:9][C:10]([C:12]2[CH:16]=[CH:15][N:14]([C:24]([C:20]3[S:21][CH:22]=[CH:23][C:19]=3[CH3:18])=[O:25])[N:13]=2)=[O:11])=[CH:7][CH:8]=1, predict the reactants needed to synthesize it. (2) Given the product [C:1]([O:4][CH2:5][C:6]1[C:7]([N:21]2[CH2:33][CH2:32][N:24]3[C:25]4[CH2:26][CH2:27][CH2:28][CH2:29][C:30]=4[CH:31]=[C:23]3[C:22]2=[O:34])=[CH:8][CH:9]=[CH:10][C:11]=1[C:36]1[CH:37]=[C:38]([NH:44][C:45]2[CH:50]=[CH:49][N:48]=[C:47]([CH3:51])[N:46]=2)[C:39](=[O:43])[N:40]([CH3:42])[CH:41]=1)(=[O:3])[CH3:2], predict the reactants needed to synthesize it. The reactants are: [C:1]([O:4][CH2:5][C:6]1[C:11](B2OC(C)(C)C(C)(C)O2)=[CH:10][CH:9]=[CH:8][C:7]=1[N:21]1[CH2:33][CH2:32][N:24]2[C:25]3[CH2:26][CH2:27][CH2:28][CH2:29][C:30]=3[CH:31]=[C:23]2[C:22]1=[O:34])(=[O:3])[CH3:2].Br[C:36]1[CH:37]=[C:38]([NH:44][C:45]2[CH:50]=[CH:49][N:48]=[C:47]([CH3:51])[N:46]=2)[C:39](=[O:43])[N:40]([CH3:42])[CH:41]=1. (3) Given the product [Cl:3][C:4]1[CH:26]=[C:25]([C:27]([NH:29][CH2:30][C:31]2[CH:36]=[CH:35][CH:34]=[C:33]([OH:37])[CH:32]=2)=[O:28])[CH:24]=[C:23]([Cl:45])[C:5]=1[C:6]([NH:8][C@H:9]([C:19]([OH:21])=[O:20])[CH2:10][NH:11][C:12]([C:14]1[CH:18]=[CH:17][S:16][CH:15]=1)=[O:13])=[O:7], predict the reactants needed to synthesize it. The reactants are: [OH-].[Na+].[Cl:3][C:4]1[CH:26]=[C:25]([C:27]([NH:29][CH2:30][C:31]2[CH:36]=[CH:35][CH:34]=[C:33]([O:37]C(C3C=CSC=3)=O)[CH:32]=2)=[O:28])[CH:24]=[C:23]([Cl:45])[C:5]=1[C:6]([NH:8][C@H:9]([C:19]([O:21]C)=[O:20])[CH2:10][NH:11][C:12]([C:14]1[CH:18]=[CH:17][S:16][CH:15]=1)=[O:13])=[O:7].ClC1C=C(C(NCC2C=CC=C(O)C=2)=O)C=C(Cl)C=1C(N[C@H](C(OC)=O)CNC(C1C=CSC=1)=O)=O.